Dataset: Catalyst prediction with 721,799 reactions and 888 catalyst types from USPTO. Task: Predict which catalyst facilitates the given reaction. Reactant: [CH3:1][CH:2]([C:4]1[CH:5]=[C:6]([CH:10]2[CH2:15][NH:14][CH2:13][CH:12]([NH:16][C:17](=[O:24])[C:18]3[CH:23]=[CH:22][CH:21]=[CH:20][CH:19]=3)[CH2:11]2)[CH:7]=[CH:8][CH:9]=1)[CH3:3].[N:25]1([C:31](Cl)=[O:32])[CH2:30][CH2:29][O:28][CH2:27][CH2:26]1.C(N(CC)CC)C.O. Product: [N:25]1([C:31]([N:14]2[CH2:15][CH:10]([C:6]3[CH:7]=[CH:8][CH:9]=[C:4]([CH:2]([CH3:1])[CH3:3])[CH:5]=3)[CH2:11][CH:12]([NH:16][C:17]([C:18]3[CH:23]=[CH:22][CH:21]=[CH:20][CH:19]=3)=[O:24])[CH2:13]2)=[O:32])[CH2:30][CH2:29][O:28][CH2:27][CH2:26]1. The catalyst class is: 4.